Dataset: Reaction yield outcomes from USPTO patents with 853,638 reactions. Task: Predict the reaction yield, written as a fraction of the theoretical maximum amount of product (1.0 means a 100% yield; for example, 0.34 means a 34% yield). (1) The reactants are [Br:1][C:2]1[N:6]2[CH2:7][CH2:8][N:9]([C:11]([O:13][C:14]([CH3:17])([CH3:16])[CH3:15])=[O:12])[CH2:10][C:5]2=[N:4][N:3]=1.C(Cl)(Cl)Cl.CC#N.I([O-])(=O)(=O)=[O:26].[Na+]. The catalyst is O.O.[Ru](=O)=O. The product is [Br:1][C:2]1[N:6]2[CH2:7][CH2:8][N:9]([C:11]([O:13][C:14]([CH3:17])([CH3:16])[CH3:15])=[O:12])[C:10](=[O:26])[C:5]2=[N:4][N:3]=1. The yield is 0.630. (2) The reactants are [NH2:1][C:2]1[N:7]=[C:6]([C:8]2[S:12][C:11]3[CH:13]=[CH:14][C:15]([C:17]([OH:19])=O)=[CH:16][C:10]=3[C:9]=2[CH3:20])[CH:5]=[CH:4][N:3]=1.[NH2:21][C:22]1[CH:23]=[C:24]([NH:28][C:29](=[O:31])[CH3:30])[CH:25]=[CH:26][CH:27]=1.CN(C(ON1N=NC2C=CC=NC1=2)=[N+](C)C)C.F[P-](F)(F)(F)(F)F.CN(C=O)C. The catalyst is CCOC(C)=O. The product is [C:29]([NH:28][C:24]1[CH:23]=[C:22]([NH:21][C:17]([C:15]2[CH:14]=[CH:13][C:11]3[S:12][C:8]([C:6]4[CH:5]=[CH:4][N:3]=[C:2]([NH2:1])[N:7]=4)=[C:9]([CH3:20])[C:10]=3[CH:16]=2)=[O:19])[CH:27]=[CH:26][CH:25]=1)(=[O:31])[CH3:30]. The yield is 0.690. (3) The reactants are [C:1]([N:4]1[CH2:10][C:9]2[CH:11]=[C:12](/[CH:15]=[CH:16]/[C:17]([N:19]([CH3:31])[CH2:20][C:21]3[O:22][C:23]4[CH:30]=[CH:29][CH:28]=[CH:27][C:24]=4[C:25]=3[CH3:26])=[O:18])[CH:13]=[N:14][C:8]=2[NH:7][CH2:6][CH2:5]1)(=[O:3])[CH3:2].[ClH:32]. The product is [ClH:32].[C:1]([N:4]1[CH2:10][C:9]2[CH:11]=[C:12](/[CH:15]=[CH:16]/[C:17]([N:19]([CH3:31])[CH2:20][C:21]3[O:22][C:23]4[CH:30]=[CH:29][CH:28]=[CH:27][C:24]=4[C:25]=3[CH3:26])=[O:18])[CH:13]=[N:14][C:8]=2[NH:7][CH2:6][CH2:5]1)(=[O:3])[CH3:2]. The yield is 0.880. The catalyst is C(Cl)Cl.CCOCC. (4) The product is [CH3:1][O:2][C:3]1[CH:4]=[C:5]2[C:10](=[CH:11][C:12]=1[O:13][CH3:14])[N:9]=[CH:8][CH:7]=[C:6]2[O:15][C:16]1[CH:22]=[CH:21][C:19]([NH:20][C:37]([NH:36][C:34](=[O:35])[C:29]2[CH:30]=[CH:31][CH:32]=[CH:33][C:28]=2[CH3:27])=[S:38])=[C:18]([F:23])[CH:17]=1. The reactants are [CH3:1][O:2][C:3]1[CH:4]=[C:5]2[C:10](=[CH:11][C:12]=1[O:13][CH3:14])[N:9]=[CH:8][CH:7]=[C:6]2[O:15][C:16]1[CH:22]=[CH:21][C:19]([NH2:20])=[C:18]([F:23])[CH:17]=1.C(O)C.[CH3:27][C:28]1[CH:33]=[CH:32][CH:31]=[CH:30][C:29]=1[C:34]([N:36]=[C:37]=[S:38])=[O:35]. The catalyst is C1(C)C=CC=CC=1. The yield is 0.850. (5) The reactants are [Cl:1][C:2]1[CH:3]=[C:4]([N:11]2[CH2:16][CH2:15][N:14]([C:17]3[CH:22]=[C:21]([CH3:23])[CH:20]=[C:19]([CH3:24])[N:18]=3)[CH2:13][CH2:12]2)[CH:5]=[CH:6][C:7]=1[N+:8]([O-])=O.C(N(CC)CC)C. The catalyst is C(OCC)(=O)C.C(O)C. The product is [Cl:1][C:2]1[CH:3]=[C:4]([N:11]2[CH2:16][CH2:15][N:14]([C:17]3[CH:22]=[C:21]([CH3:23])[CH:20]=[C:19]([CH3:24])[N:18]=3)[CH2:13][CH2:12]2)[CH:5]=[CH:6][C:7]=1[NH2:8]. The yield is 0.640. (6) The reactants are [NH2:1][CH:2]1[CH2:7][CH2:6][N:5]([C:8]([O:10][C:11]([CH3:14])([CH3:13])[CH3:12])=[O:9])[CH2:4][CH2:3]1.[S:15]1[CH:19]=[CH:18][C:17]([CH:20]=O)=[CH:16]1. No catalyst specified. The product is [C:11]([O:10][C:8]([N:5]1[CH2:4][CH2:3][CH:2]([NH:1][CH2:20][C:17]2[CH:18]=[CH:19][S:15][CH:16]=2)[CH2:7][CH2:6]1)=[O:9])([CH3:14])([CH3:13])[CH3:12]. The yield is 0.710. (7) The reactants are [F:1][C:2]1[CH:10]=[C:9]2[C:5]([C:6]([C:20]3[CH:21]=[N:22][N:23]([CH2:25][CH:26]=[O:27])[CH:24]=3)=[CH:7][N:8]2[S:11]([C:14]2[CH:19]=[CH:18][CH:17]=[CH:16][CH:15]=2)(=[O:13])=[O:12])=[CH:4][CH:3]=1.[Si]([C:32]#[N:33])(C)(C)C.CCN(C(C)C)C(C)C. The catalyst is C(Cl)Cl. The product is [F:1][C:2]1[CH:10]=[C:9]2[C:5]([C:6]([C:20]3[CH:21]=[N:22][N:23]([CH2:25][CH:26]([OH:27])[C:32]#[N:33])[CH:24]=3)=[CH:7][N:8]2[S:11]([C:14]2[CH:15]=[CH:16][CH:17]=[CH:18][CH:19]=2)(=[O:13])=[O:12])=[CH:4][CH:3]=1. The yield is 0.820.